This data is from Reaction yield outcomes from USPTO patents with 853,638 reactions. The task is: Predict the reaction yield, written as a fraction of the theoretical maximum amount of product (1.0 means a 100% yield; for example, 0.34 means a 34% yield). (1) The reactants are N.C[O:3][C:4]1[CH:9]=[CH:8][C:7]([Si:10]([CH3:13])([CH3:12])[CH3:11])=[CH:6][CH:5]=1.[Na].C(O)(=O)C(O)=O. The catalyst is CCOCC.O.CCO. The product is [CH3:11][Si:10]([CH3:13])([CH3:12])[CH:7]1[CH2:8][CH2:9][C:4](=[O:3])[CH2:5][CH2:6]1. The yield is 0.720. (2) The reactants are [C:9](O[C:9]([O:11][C:12]([CH3:15])([CH3:14])[CH3:13])=[O:10])([O:11][C:12]([CH3:15])([CH3:14])[CH3:13])=[O:10].[OH:16][CH2:17][CH2:18][N:19]1[CH2:24][CH2:23][NH:22][CH2:21][CH2:20]1. The catalyst is C(Cl)Cl. The product is [C:12]([O:11][C:9]([N:22]1[CH2:23][CH2:24][N:19]([CH2:18][CH2:17][OH:16])[CH2:20][CH2:21]1)=[O:10])([CH3:13])([CH3:14])[CH3:15]. The yield is 1.00. (3) The reactants are [CH2:1]([O:8][CH2:9][C:10](C)([CH3:13])[C:11]#N)[C:2]1[CH:7]=[CH:6][CH:5]=[CH:4][CH:3]=1.[OH-].[K+].[C:17](=[O:20])([O-])[O-:18].[K+].[K+]. The catalyst is CO. The product is [CH2:1]([O:8][CH2:9][C:10]([CH3:13])([CH3:11])[C:17]([OH:18])=[O:20])[C:2]1[CH:7]=[CH:6][CH:5]=[CH:4][CH:3]=1. The yield is 0.990.